Dataset: Full USPTO retrosynthesis dataset with 1.9M reactions from patents (1976-2016). Task: Predict the reactants needed to synthesize the given product. (1) Given the product [Cl:22][C:2]1[N:7]2[N:8]=[CH:9][C:10]([C:11]3[CH:16]=[CH:15][C:14]([CH3:17])=[CH:13][C:12]=3[Cl:18])=[C:6]2[N:5]=[C:4]([CH3:19])[CH:3]=1, predict the reactants needed to synthesize it. The reactants are: O[C:2]1[N:7]2[N:8]=[CH:9][C:10]([C:11]3[CH:16]=[CH:15][C:14]([CH3:17])=[CH:13][C:12]=3[Cl:18])=[C:6]2[N:5]=[C:4]([CH3:19])[CH:3]=1.P(Cl)(Cl)([Cl:22])=O.C(N(CC)C1C=CC=CC=1)C.C1(C)C=CC=CC=1. (2) Given the product [CH2:2]([NH:20][CH2:19][C:18]1[CH:21]=[CH:22][C:23]([O:25][CH3:26])=[CH:24][C:17]=1[O:16][CH3:15])[CH2:3][CH:4]=[CH2:5], predict the reactants needed to synthesize it. The reactants are: Br[CH2:2][CH2:3][CH:4]=[CH2:5].C(N(C(C)C)CC)(C)C.[CH3:15][O:16][C:17]1[CH:24]=[C:23]([O:25][CH3:26])[CH:22]=[CH:21][C:18]=1[CH2:19][NH2:20]. (3) Given the product [C:1]([N:8]1[CH2:13][CH2:12][CH2:11][CH:10]([CH2:14][N:15]([C:16]2[CH:21]=[CH:20][CH:19]=[CH:18][CH:17]=2)[C:27]([C:23]2[O:22][CH:26]=[CH:25][CH:24]=2)=[O:28])[CH2:9]1)([O:3][C:4]([CH3:6])([CH3:7])[CH3:5])=[O:2], predict the reactants needed to synthesize it. The reactants are: [C:1]([N:8]1[CH2:13][CH2:12][CH2:11][CH:10]([CH2:14][NH:15][C:16]2[CH:21]=[CH:20][CH:19]=[CH:18][CH:17]=2)[CH2:9]1)([O:3][C:4]([CH3:7])([CH3:6])[CH3:5])=[O:2].[O:22]1[CH:26]=[CH:25][CH:24]=[C:23]1[C:27](Cl)=[O:28]. (4) Given the product [NH2:34][C:14]1[N:13]=[C:12]2[N:11]([CH3:21])[C:10](=[O:22])[N:9]([C:4]3[CH:5]=[CH:6][C:7]([F:8])=[C:2]([NH2:1])[CH:3]=3)[CH2:18][C:17]2=[CH:16][N:15]=1, predict the reactants needed to synthesize it. The reactants are: [NH2:1][C:2]1[CH:3]=[C:4]([N:9]2[CH2:18][C:17]3[C:12](=[N:13][C:14](SC)=[N:15][CH:16]=3)[N:11]([CH3:21])[C:10]2=[O:22])[CH:5]=[CH:6][C:7]=1[F:8].ClC1C=C(C=CC=1)C(OO)=O.[NH3:34].O1CCOCC1. (5) The reactants are: [CH3:1][C:2]1[S:11][C:10]2[NH:9][C:8]3[CH:12]=[CH:13][CH:14]=[CH:15][C:7]=3[N:6]=[C:5]([N:16]3[CH2:21][CH2:20][NH:19][C@@H:18]([CH2:22][CH2:23][OH:24])[CH2:17]3)[C:4]=2[N:3]=1.C=O.[C:27](O[BH-](OC(=O)C)OC(=O)C)(=O)C.[Na+].[Cl:41]C(Cl)C. Given the product [ClH:41].[ClH:41].[CH3:27][N:19]1[CH2:20][CH2:21][N:16]([C:5]2[C:4]3[N:3]=[C:2]([CH3:1])[S:11][C:10]=3[NH:9][C:8]3[CH:12]=[CH:13][CH:14]=[CH:15][C:7]=3[N:6]=2)[CH2:17][C@@H:18]1[CH2:22][CH2:23][OH:24], predict the reactants needed to synthesize it. (6) Given the product [F:1][C:2]1[CH:3]=[N:4][CH:5]=[C:6]([F:24])[C:7]=1[C:8]1[C:9]([C:18]2[CH:19]=[N:20][CH:21]=[CH:22][CH:23]=2)=[N:10][C:11]([NH2:17])=[C:12]([NH2:14])[CH:13]=1, predict the reactants needed to synthesize it. The reactants are: [F:1][C:2]1[CH:3]=[N:4][CH:5]=[C:6]([F:24])[C:7]=1[C:8]1[C:9]([C:18]2[CH:19]=[N:20][CH:21]=[CH:22][CH:23]=2)=[N:10][C:11]([NH2:17])=[C:12]([N+:14]([O-])=O)[CH:13]=1. (7) Given the product [Cl:1][C:2]1[CH:10]=[CH:9][CH:8]=[C:7]([Cl:11])[C:3]=1[C:4]1[C:27]([C:25]([O:24][CH3:22])=[O:26])=[C:29]([CH:15]([CH3:16])[CH3:14])[O:6][N:5]=1, predict the reactants needed to synthesize it. The reactants are: [Cl:1][C:2]1[CH:10]=[CH:9][CH:8]=[C:7]([Cl:11])[C:3]=1[CH:4]=[N:5][OH:6].ClN1C(=O)[CH2:16][CH2:15][C:14]1=O.CC[C:22]([O:24][C:25]([CH:27]([CH3:29])C)=[O:26])=O.C[O-].[Na+].ClC1C=CC=C(Cl)C=1C(Cl)=NO. (8) Given the product [Cl:1][C:2]1[N:7]=[C:6]([NH:9][C:10]2[CH:11]=[C:12]([CH2:16][C:17]#[N:18])[CH:13]=[CH:14][CH:15]=2)[CH:5]=[CH:4][N:3]=1, predict the reactants needed to synthesize it. The reactants are: [Cl:1][C:2]1[N:7]=[C:6](Cl)[CH:5]=[CH:4][N:3]=1.[NH2:9][C:10]1[CH:11]=[C:12]([CH2:16][C:17]#[N:18])[CH:13]=[CH:14][CH:15]=1.C(N(CC)CC)C. (9) Given the product [CH3:37][N:12]([CH3:11])[C:13]([CH2:15][CH2:16][C:17]1[C:18]([S:25]([C:28]2[CH:36]=[CH:35][CH:34]=[CH:33][C:29]=2[C:30]([OH:32])=[O:31])(=[O:27])=[O:26])=[C:19]([CH3:24])[NH:20][C:21]=1/[CH:22]=[C:3]1\[C:2](=[O:10])[NH:1][C:9]2[C:4]\1=[CH:5][CH:6]=[CH:7][CH:8]=2)=[O:14], predict the reactants needed to synthesize it. The reactants are: [NH:1]1[C:9]2[C:4](=[CH:5][CH:6]=[CH:7][CH:8]=2)[CH2:3][C:2]1=[O:10].[CH3:11][N:12]([CH3:37])[C:13]([CH2:15][CH2:16][C:17]1[C:18]([S:25]([C:28]2[CH:36]=[CH:35][CH:34]=[CH:33][C:29]=2[C:30]([OH:32])=[O:31])(=[O:27])=[O:26])=[C:19]([CH3:24])[NH:20][C:21]=1[CH:22]=O)=[O:14].N1CCCCC1.